This data is from Catalyst prediction with 721,799 reactions and 888 catalyst types from USPTO. The task is: Predict which catalyst facilitates the given reaction. (1) Reactant: [C:1]([O:5][C:6]([N:8]1[CH2:13][CH2:12][N:11](C(OCC2C=CC=CC=2)=O)[CH2:10][C@@H:9]1[CH2:24][C:25]([O:27][CH3:28])=[O:26])=[O:7])([CH3:4])([CH3:3])[CH3:2]. Product: [C:1]([O:5][C:6]([N:8]1[CH2:13][CH2:12][NH:11][CH2:10][C@@H:9]1[CH2:24][C:25]([O:27][CH3:28])=[O:26])=[O:7])([CH3:4])([CH3:3])[CH3:2]. The catalyst class is: 45. (2) Reactant: [Br:1][C:2]1[N:7]=[C:6]([C:8]([OH:10])=[O:9])[C:5]([Cl:11])=[CH:4][CH:3]=1.[CH3:12]O. Product: [Br:1][C:2]1[N:7]=[C:6]([C:8]([O:10][CH3:12])=[O:9])[C:5]([Cl:11])=[CH:4][CH:3]=1. The catalyst class is: 65. (3) The catalyst class is: 6. Reactant: Cl[C:2](Cl)(Cl)[CH:3]([OH:5])O.S([O-])([O-])(=O)=O.[Na+].[Na+].S(O)(O)(=O)=O.[NH2:20][OH:21].[NH2:22][C:23]1[CH:31]=[CH:30][CH:29]=[C:28]2[C:24]=1[CH2:25][CH2:26][CH2:27]2.Cl. Product: [OH:21][NH:20][CH2:2][C:3]([NH:22][C:23]1[CH:31]=[CH:30][CH:29]=[C:28]2[C:24]=1[CH2:25][CH2:26][CH2:27]2)=[O:5]. (4) Reactant: [NH2:1][C:2]1[O:3][CH:4]=[C:5]([C:7]2[C:16]3[C:11](=[CH:12][CH:13]=[CH:14][CH:15]=3)[CH:10]=[CH:9][C:8]=2[OH:17])[N:6]=1.[H-].[Na+].Br[CH2:21][C:22]([O:24][CH3:25])=[O:23]. Product: [CH3:25][O:24][C:22](=[O:23])[CH2:21][O:17][C:8]1[CH:9]=[CH:10][C:11]2[C:16](=[CH:15][CH:14]=[CH:13][CH:12]=2)[C:7]=1[C:5]1[N:6]=[C:2]([NH2:1])[O:3][CH:4]=1. The catalyst class is: 9. (5) Reactant: [CH:1]([C:3]1[CH:37]=[CH:36][C:6]([CH2:7][N:8]2[C:12]3[CH:13]=[CH:14][C:15]([O:17][CH2:18][C:19]4[CH:28]=[CH:27][C:26]5[C:21](=[CH:22][CH:23]=[CH:24][CH:25]=5)[N:20]=4)=[CH:16][C:11]=3[N:10]=[C:9]2[CH2:29][C:30]([CH3:35])([CH3:34])[C:31]([OH:33])=[O:32])=[CH:5][CH:4]=1)=[O:2].F[C:39]1(F)CCCN[CH2:40]1.C(O[BH-](OC(=O)C)OC(=O)C)(=O)C.[Na+].ClCCCl. Product: [CH:1]([C:3]1[CH:4]=[CH:5][C:6]([CH2:7][N:8]2[C:12]3[CH:13]=[CH:14][C:15]([O:17][CH2:18][C:19]4[CH:28]=[CH:27][C:26]5[C:21](=[CH:22][CH:23]=[CH:24][CH:25]=5)[N:20]=4)=[CH:16][C:11]=3[N:10]=[C:9]2[CH2:29][C:30]([CH3:35])([CH3:34])[C:31]([O:33][CH2:39][CH3:40])=[O:32])=[CH:36][CH:37]=1)=[O:2]. The catalyst class is: 34. (6) Reactant: I[C:2]1[N:3]=[CH:4][N:5]([C:7]([C:20]2[CH:25]=[CH:24][CH:23]=[CH:22][CH:21]=2)([C:14]2[CH:19]=[CH:18][CH:17]=[CH:16][CH:15]=2)[C:8]2[CH:13]=[CH:12][CH:11]=[CH:10][CH:9]=2)[CH:6]=1.C([Mg]Br)C.CON(C)[C:33](=[O:41])[CH2:34][C:35]1[CH:40]=[CH:39][CH:38]=[CH:37][CH:36]=1. Product: [C:35]1([CH2:34][C:33]([C:2]2[N:3]=[CH:4][N:5]([C:7]([C:20]3[CH:21]=[CH:22][CH:23]=[CH:24][CH:25]=3)([C:14]3[CH:15]=[CH:16][CH:17]=[CH:18][CH:19]=3)[C:8]3[CH:9]=[CH:10][CH:11]=[CH:12][CH:13]=3)[CH:6]=2)=[O:41])[CH:40]=[CH:39][CH:38]=[CH:37][CH:36]=1. The catalyst class is: 4. (7) Reactant: Cl[C:2]1(Cl)[C:10]2[C:5](=[CH:6][CH:7]=[C:8]([O:11][CH3:12])[CH:9]=2)[N:4]([CH2:13][C:14]([O:16][CH3:17])=[O:15])[C:3]1=[O:18]. Product: [CH3:12][O:11][C:8]1[CH:9]=[C:10]2[C:5](=[CH:6][CH:7]=1)[N:4]([CH2:13][C:14]([O:16][CH3:17])=[O:15])[C:3](=[O:18])[CH2:2]2. The catalyst class is: 183. (8) Reactant: [O:1]1[CH2:6][CH2:5][CH:4]([NH2:7])[CH2:3][CH2:2]1.Cl[CH2:9][C:10](=[O:48])[C:11]([CH3:47])([CH3:46])[CH2:12][C@@H:13]1[CH2:18][CH2:17][C@@H:16]([O:19][CH2:20][C:21]2[CH:22]=[CH:23][C:24]3[O:29][CH2:28][CH2:27][N:26]([CH2:30][CH2:31][CH2:32][O:33][CH3:34])[C:25]=3[CH:35]=2)[CH2:15][N:14]1[S:36]([C:39]1[CH:44]=[CH:43][C:42]([CH3:45])=[CH:41][CH:40]=1)(=[O:38])=[O:37].[OH-].[Na+]. Product: [CH3:34][O:33][CH2:32][CH2:31][CH2:30][N:26]1[C:25]2[CH:35]=[C:21]([CH2:20][O:19][C@H:16]3[CH2:15][N:14]([S:36]([C:39]4[CH:40]=[CH:41][C:42]([CH3:45])=[CH:43][CH:44]=4)(=[O:37])=[O:38])[C@H:13]([CH2:12][C:11]([CH3:47])([CH3:46])[C:10](=[O:48])[CH2:9][NH:7][CH:4]4[CH2:5][CH2:6][O:1][CH2:2][CH2:3]4)[CH2:18][CH2:17]3)[CH:22]=[CH:23][C:24]=2[O:29][CH2:28][CH2:27]1. The catalyst class is: 27. (9) Reactant: [NH2:1][C:2]1[CH:7]=[CH:6][C:5]([C:8]2[CH:13]=[CH:12][C:11]([C:14]#[N:15])=[C:10]([F:16])[CH:9]=2)=[CH:4][C:3]=1[N+:17]([O-])=O.[Cl-].[NH4+]. Product: [NH2:17][C:3]1[CH:4]=[C:5]([C:8]2[CH:13]=[CH:12][C:11]([C:14]#[N:15])=[C:10]([F:16])[CH:9]=2)[CH:6]=[CH:7][C:2]=1[NH2:1]. The catalyst class is: 186.